Dataset: Full USPTO retrosynthesis dataset with 1.9M reactions from patents (1976-2016). Task: Predict the reactants needed to synthesize the given product. The reactants are: ON1C2C=CC=CC=2N=N1.Cl.C(N=C=NCCCN(C)C)C.[CH3:23][N:24]1[CH2:29][CH2:28][NH:27][CH2:26][CH2:25]1.[C:30]1([C:36]2[N:37]([C:44]3[CH:45]=[N:46][CH:47]=[CH:48][CH:49]=3)[CH:38]=[C:39]([C:41]([OH:43])=O)[N:40]=2)[CH:35]=[CH:34][CH:33]=[CH:32][CH:31]=1. Given the product [C:30]1([C:36]2[N:37]([C:44]3[CH:45]=[N:46][CH:47]=[CH:48][CH:49]=3)[CH:38]=[C:39]([C:41]([N:27]3[CH2:28][CH2:29][N:24]([CH3:23])[CH2:25][CH2:26]3)=[O:43])[N:40]=2)[CH:31]=[CH:32][CH:33]=[CH:34][CH:35]=1, predict the reactants needed to synthesize it.